Predict the reaction yield, written as a fraction of the theoretical maximum amount of product (1.0 means a 100% yield; for example, 0.34 means a 34% yield). From a dataset of Reaction yield outcomes from USPTO patents with 853,638 reactions. (1) The reactants are C(O)C.Br[C:5]1[CH:6]=[C:7]([C:17]([NH:19][CH2:20][C:21]2[C:22](=[O:29])[NH:23][C:24]([CH3:28])=[CH:25][C:26]=2[CH3:27])=[O:18])[C:8]2[CH:9]=[CH:10][N:11]([CH:14]([CH3:16])[CH3:15])[C:12]=2[CH:13]=1. The catalyst is [Pd].O1CCCC1. The product is [CH3:27][C:26]1[CH:25]=[C:24]([CH3:28])[NH:23][C:22](=[O:29])[C:21]=1[CH2:20][NH:19][C:17]([C:7]1[C:8]2[CH:9]=[CH:10][N:11]([CH:14]([CH3:16])[CH3:15])[C:12]=2[CH:13]=[CH:5][CH:6]=1)=[O:18]. The yield is 0.600. (2) The reactants are [I:1][C:2]1[C:10]2[C:5](=[N:6][CH:7]=[C:8]([NH:11][CH:12]([CH3:14])[CH3:13])[CH:9]=2)[NH:4][CH:3]=1.[H-].[Na+].[S:17](Cl)([C:20]1[CH:26]=[CH:25][C:23]([CH3:24])=[CH:22][CH:21]=1)(=[O:19])=[O:18]. The catalyst is C1COCC1. The product is [I:1][C:2]1[C:10]2[C:5](=[N:6][CH:7]=[C:8]([NH:11][CH:12]([CH3:14])[CH3:13])[CH:9]=2)[N:4]([S:17]([C:20]2[CH:26]=[CH:25][C:23]([CH3:24])=[CH:22][CH:21]=2)(=[O:19])=[O:18])[CH:3]=1. The yield is 0.680.